From a dataset of Full USPTO retrosynthesis dataset with 1.9M reactions from patents (1976-2016). Predict the reactants needed to synthesize the given product. (1) Given the product [C:1]([O:5][C:6]([N:8]1[CH2:15][CH2:14][CH:13]2[CH:10]([NH:11][CH2:12]2)[CH2:9]1)=[O:7])([CH3:4])([CH3:2])[CH3:3], predict the reactants needed to synthesize it. The reactants are: [C:1]([O:5][C:6]([N:8]1[CH2:15][CH2:14][CH:13]2[CH:10]([N:11](CC3C=CC=CC=3)[CH2:12]2)[CH2:9]1)=[O:7])([CH3:4])([CH3:3])[CH3:2]. (2) Given the product [CH3:23][O:22][C:21]1[CH:20]=[CH:19][C:18]([CH:24]=[CH:25][C:26]([OH:28])=[O:27])=[CH:17][C:16]=1[C:3]1[C:2]([O:1][CH2:38][C:37]2[CH:40]=[CH:41][CH:42]=[C:35]([O:34][CH2:33][O:32][CH3:31])[CH:36]=2)=[CH:11][C:10]2[C:9]([CH3:13])([CH3:12])[CH2:8][CH2:7][C:6]([CH3:14])([CH3:15])[C:5]=2[CH:4]=1, predict the reactants needed to synthesize it. The reactants are: [OH:1][C:2]1[C:3]([C:16]2[CH:17]=[C:18]([CH:24]=[CH:25][C:26]([O:28]CC)=[O:27])[CH:19]=[CH:20][C:21]=2[O:22][CH3:23])=[CH:4][C:5]2[C:6]([CH3:15])([CH3:14])[CH2:7][CH2:8][C:9]([CH3:13])([CH3:12])[C:10]=2[CH:11]=1.[CH3:31][O:32][CH2:33][O:34][C:35]1[CH:36]=[C:37]([CH:40]=[CH:41][CH:42]=1)[CH2:38]Cl. (3) Given the product [C:10]([O:9][CH:7]([C:1]1[CH:6]=[CH:5][CH:4]=[CH:3][CH:2]=1)[CH3:8])(=[O:17])[C:11]1[CH:16]=[CH:15][CH:14]=[CH:13][CH:12]=1, predict the reactants needed to synthesize it. The reactants are: [C:1]1([CH:7]([OH:9])[CH3:8])[CH:6]=[CH:5][CH:4]=[CH:3][CH:2]=1.[C:10](Cl)(=[O:17])[C:11]1[CH:16]=[CH:15][CH:14]=[CH:13][CH:12]=1.[OH-].[K+]. (4) Given the product [CH2:28]([C:14]1[N:13]=[C:12]2[NH:8][N:9]=[C:10]([CH3:30])[C:11]2=[N:16][C:15]=1[C:17]1[C:18]([NH:26][CH3:27])=[N:19][C:20]([CH:23]([CH3:24])[CH3:25])=[CH:21][CH:22]=1)[CH3:29], predict the reactants needed to synthesize it. The reactants are: C([N:8]1[C:12]2=[N:13][C:14]([CH2:28][CH3:29])=[C:15]([C:17]3[C:18]([NH:26][CH3:27])=[N:19][C:20]([CH:23]([CH3:25])[CH3:24])=[CH:21][CH:22]=3)[N:16]=[C:11]2[C:10]([CH3:30])=[N:9]1)C1C=CC=CC=1.[Cl-].[Al+3].[Cl-].[Cl-]. (5) The reactants are: [Cl:1][C:2]1[CH:37]=[CH:36][CH:35]=[CH:34][C:3]=1[CH2:4][NH:5][C:6]1[N:11]=[C:10]([F:12])[C:9]([CH:13]([C:15]2[C:23]3[C:18](=[N:19][CH:20]=[CH:21][CH:22]=3)[N:17]([Si](C(C)C)(C(C)C)C(C)C)[CH:16]=2)O)=[CH:8][CH:7]=1.C([SiH](CC)CC)C.FC(F)(F)C(O)=O.C(=O)([O-])[O-].[K+].[K+]. Given the product [Cl:1][C:2]1[CH:37]=[CH:36][CH:35]=[CH:34][C:3]=1[CH2:4][NH:5][C:6]1[CH:7]=[CH:8][C:9]([CH2:13][C:15]2[C:23]3[C:18](=[N:19][CH:20]=[CH:21][CH:22]=3)[NH:17][CH:16]=2)=[C:10]([F:12])[N:11]=1, predict the reactants needed to synthesize it. (6) The reactants are: O=P12OP3(OP(OP(O3)(O1)=O)(=O)O2)=O.[CH3:15][O:16][C:17]1[CH:22]=[CH:21][C:20]([C:23]2[NH:27][N:26]=[C:25]([CH3:28])[C:24]=2[NH:29][C:30](=O)[C:31]2[CH:36]=[CH:35][CH:34]=[CH:33][CH:32]=2)=[CH:19][CH:18]=1.C(=O)([O-])O.[Na+]. Given the product [CH3:15][O:16][C:17]1[CH:22]=[CH:21][C:20]2[C:23]3[NH:27][N:26]=[C:25]([CH3:28])[C:24]=3[N:29]=[C:30]([C:31]3[CH:36]=[CH:35][CH:34]=[CH:33][CH:32]=3)[C:19]=2[CH:18]=1, predict the reactants needed to synthesize it. (7) Given the product [F:2][CH:3]1[CH2:8][CH2:7][N:6]([CH2:10][CH2:11][CH2:12][CH2:13][NH2:14])[CH2:5][CH2:4]1, predict the reactants needed to synthesize it. The reactants are: Cl.[F:2][CH:3]1[CH2:8][CH2:7][NH:6][CH2:5][CH2:4]1.Br[CH2:10][CH2:11][CH2:12][CH2:13][N:14]1C(=O)C2C(=CC=CC=2)C1=O.C(N(CC)CC)C. (8) Given the product [CH2:1]([O:3][C:4](=[O:23])[C:5]1[CH:10]=[CH:9][C:8]([O:11][CH2:12][C:13]2[CH:18]=[CH:17][CH:16]=[CH:15][CH:14]=2)=[C:7]([OH:19])[CH:6]=1)[CH3:2], predict the reactants needed to synthesize it. The reactants are: [CH2:1]([O:3][C:4](=[O:23])[C:5]1[CH:10]=[CH:9][C:8]([O:11][CH2:12][C:13]2[CH:18]=[CH:17][CH:16]=[CH:15][CH:14]=2)=[C:7]([O:19]C(=O)C)[CH:6]=1)[CH3:2].C(=O)([O-])[O-].[K+].[K+].